From a dataset of Full USPTO retrosynthesis dataset with 1.9M reactions from patents (1976-2016). Predict the reactants needed to synthesize the given product. (1) Given the product [CH:1]1([C:7]2[C:15]3[C:10](=[CH:11][C:12]([C:16]([OH:18])=[O:17])=[CH:13][CH:14]=3)[N:9]([CH2:20][C:21]([N:23]([CH3:25])[CH3:24])=[O:22])[C:8]=2[C:26]2[CH:27]=[N:28][C:29]([O:32][CH3:33])=[CH:30][CH:31]=2)[CH2:6][CH2:5][CH2:4][CH2:3][CH2:2]1, predict the reactants needed to synthesize it. The reactants are: [CH:1]1([C:7]2[C:15]3[C:10](=[CH:11][C:12]([C:16]([O:18]C)=[O:17])=[CH:13][CH:14]=3)[N:9]([CH2:20][C:21]([N:23]([CH3:25])[CH3:24])=[O:22])[C:8]=2[C:26]2[CH:27]=[N:28][C:29]([O:32][CH3:33])=[CH:30][CH:31]=2)[CH2:6][CH2:5][CH2:4][CH2:3][CH2:2]1.CO.Cl. (2) Given the product [NH2:6][C:5]1[CH:7]=[CH:8][C:9]([O:11][CH2:12][O:13][CH2:14][CH3:15])=[CH:10][C:4]=1[SH:3], predict the reactants needed to synthesize it. The reactants are: BrC1[S:3][C:4]2[CH:10]=[C:9]([O:11][CH2:12][O:13][CH2:14][CH3:15])[CH:8]=[CH:7][C:5]=2[N:6]=1.[OH-].[K+].C(O)(=O)C. (3) Given the product [Cl:1][C:2]1[CH:3]=[C:4]([C:5]([NH:27][C:28]2[S:29][CH2:30][CH2:31][N:32]=2)=[O:6])[CH:8]=[CH:9][C:10]=1[C:11]([NH:12][C:13]1[CH:18]=[CH:17][C:16]([Cl:19])=[C:15]([C:20]2[CH:25]=[CH:24][CH:23]=[CH:22][N:21]=2)[CH:14]=1)=[O:26], predict the reactants needed to synthesize it. The reactants are: [Cl:1][C:2]1[CH:3]=[C:4]([CH:8]=[CH:9][C:10]=1[C:11](=[O:26])[NH:12][C:13]1[CH:18]=[CH:17][C:16]([Cl:19])=[C:15]([C:20]2[CH:25]=[CH:24][CH:23]=[CH:22][N:21]=2)[CH:14]=1)[C:5](O)=[O:6].[NH2:27][C:28]1[S:29][CH2:30][CH2:31][N:32]=1. (4) Given the product [CH3:21][N:19]([CH2:18][C:12]1([C:8]2[CH:7]=[C:6]([OH:5])[CH:11]=[CH:10][CH:9]=2)[CH2:17][CH2:16][O:15][CH2:14][CH2:13]1)[CH3:20], predict the reactants needed to synthesize it. The reactants are: C[S-].[Na+].C[O:5][C:6]1[CH:7]=[C:8]([C:12]2([CH2:18][N:19]([CH3:21])[CH3:20])[CH2:17][CH2:16][O:15][CH2:14][CH2:13]2)[CH:9]=[CH:10][CH:11]=1.Br.C([O-])(O)=O.[Na+].